This data is from Full USPTO retrosynthesis dataset with 1.9M reactions from patents (1976-2016). The task is: Predict the reactants needed to synthesize the given product. (1) Given the product [Cl:1][C:2]1[CH:3]=[CH:4][CH:5]=[C:6]2[C:10]=1[N:9]([CH3:11])[CH:8]=[CH:7]2, predict the reactants needed to synthesize it. The reactants are: [Cl:1][C:2]1[CH:3]=[CH:4][CH:5]=[C:6]2[C:10]=1[NH:9][CH:8]=[CH:7]2.[CH3:11]C1C2C(=CC=CC=2)NC=1. (2) Given the product [F:16][C:5]1[CH:4]=[CH:3][C:2]([C:22]2[N:26]3[CH:27]=[CH:28][C:29]([C:31]([F:32])([F:33])[F:34])=[N:30][C:25]3=[N:24][CH:23]=2)=[CH:7][C:6]=1[C:8]1[CH:15]=[N:14][CH:13]=[CH:12][C:9]=1[C:10]#[N:11], predict the reactants needed to synthesize it. The reactants are: Br[C:2]1[CH:3]=[CH:4][C:5]([F:16])=[C:6]([C:8]2[CH:15]=[N:14][CH:13]=[CH:12][C:9]=2[C:10]#[N:11])[CH:7]=1.C([Sn](CCCC)(CCCC)[C:22]1[N:26]2[CH:27]=[CH:28][C:29]([C:31]([F:34])([F:33])[F:32])=[N:30][C:25]2=[N:24][CH:23]=1)CCC. (3) Given the product [Br:1][C:2]1[CH:7]=[CH:6][C:5]([S:8]([F:13])(=[O:10])=[O:9])=[CH:4][C:3]=1[CH3:12], predict the reactants needed to synthesize it. The reactants are: [Br:1][C:2]1[CH:7]=[CH:6][C:5]([S:8](Cl)(=[O:10])=[O:9])=[CH:4][C:3]=1[CH3:12].[F-:13].[K+].O. (4) Given the product [O:11]([CH2:18][C@@H:19]([OH:48])[CH2:20][N:21]([CH:29]([CH3:47])[CH2:30][C:31]([C:33]1[CH:34]=[CH:35][C:36]([NH:39][CH:1]=[O:3])=[CH:37][CH:38]=1)([C:40]1[CH:45]=[CH:44][C:43]([NH:46][CH:4]=[O:6])=[CH:42][CH:41]=1)[OH:32])[CH2:22][C:23]1[CH:28]=[CH:27][CH:26]=[CH:25][CH:24]=1)[C:12]1[CH:13]=[CH:14][CH:15]=[CH:16][CH:17]=1, predict the reactants needed to synthesize it. The reactants are: [CH:1]([OH:3])=O.[C:4](OC(=O)C)(=[O:6])C.[O:11]([CH2:18][C@@H:19]([OH:48])[CH2:20][N:21]([CH:29]([CH3:47])[CH2:30][C:31]([C:40]1[CH:45]=[CH:44][C:43]([NH2:46])=[CH:42][CH:41]=1)([C:33]1[CH:38]=[CH:37][C:36]([NH2:39])=[CH:35][CH:34]=1)[OH:32])[CH2:22][C:23]1[CH:28]=[CH:27][CH:26]=[CH:25][CH:24]=1)[C:12]1[CH:17]=[CH:16][CH:15]=[CH:14][CH:13]=1.C(=O)([O-])[O-].[K+].[K+]. (5) Given the product [Cl:1][C:2]1[N:3]=[C:4]2[CH:9]=[CH:8][CH:7]=[N:6][N:5]2[C:10]=1[C:11]1[N:12]=[C:13]([CH3:18])[N:14]=[C:15]([NH2:19])[CH:16]=1, predict the reactants needed to synthesize it. The reactants are: [Cl:1][C:2]1[N:3]=[C:4]2[CH:9]=[CH:8][CH:7]=[N:6][N:5]2[C:10]=1[C:11]1[CH:16]=[C:15](Cl)[N:14]=[C:13]([CH3:18])[N:12]=1.[NH3:19]. (6) Given the product [CH:33]1([NH:37][S:2]([C:5]2[CH:10]=[CH:9][C:8]([NH:11][C:12]([N:20]3[CH2:19][CH2:18][C:17]4[C:22](=[C:23]([N:26]5[CH2:27][CH2:28][N:29]([CH3:32])[CH2:30][CH2:31]5)[CH:24]=[CH:25][C:16]=4[O:15][CH3:14])[CH2:21]3)=[O:13])=[CH:7][CH:6]=2)(=[O:4])=[O:3])[CH2:36][CH2:35][CH2:34]1, predict the reactants needed to synthesize it. The reactants are: Cl[S:2]([C:5]1[CH:10]=[CH:9][C:8]([N:11]=[C:12]=[O:13])=[CH:7][CH:6]=1)(=[O:4])=[O:3].[CH3:14][O:15][C:16]1[CH:25]=[CH:24][C:23]([N:26]2[CH2:31][CH2:30][N:29]([CH3:32])[CH2:28][CH2:27]2)=[C:22]2[C:17]=1[CH2:18][CH2:19][NH:20][CH2:21]2.[CH:33]1([NH2:37])[CH2:36][CH2:35][CH2:34]1. (7) Given the product [N:64]([C@@H:13]1[C@@H:11]2[C@@H:10]([CH2:9][N:8]([CH2:1][C:2]3[CH:7]=[CH:6][CH:5]=[CH:4][CH:3]=3)[CH2:12]2)[CH2:15][CH2:14]1)=[N+:65]=[N-:66], predict the reactants needed to synthesize it. The reactants are: [CH2:1]([N:8]1[CH2:12][C@@H:11]2[C@H:13](O)[CH2:14][CH2:15][C@@H:10]2[CH2:9]1)[C:2]1[CH:7]=[CH:6][CH:5]=[CH:4][CH:3]=1.C1(P(C2C=CC=CC=2)C2C=CC=CC=2)C=CC=CC=1.N(C(OC(C)C)=O)=NC(OC(C)C)=O.C1(P([N:64]=[N+:65]=[N-:66])(C2C=CC=CC=2)=O)C=CC=CC=1.